Dataset: TCR-epitope binding with 47,182 pairs between 192 epitopes and 23,139 TCRs. Task: Binary Classification. Given a T-cell receptor sequence (or CDR3 region) and an epitope sequence, predict whether binding occurs between them. The epitope is LLWNGPMAV. The TCR CDR3 sequence is CASSPPRGAEQYF. Result: 0 (the TCR does not bind to the epitope).